From a dataset of Reaction yield outcomes from USPTO patents with 853,638 reactions. Predict the reaction yield, written as a fraction of the theoretical maximum amount of product (1.0 means a 100% yield; for example, 0.34 means a 34% yield). (1) The reactants are Br[CH2:2][CH2:3][CH2:4][CH2:5][CH2:6][CH2:7][CH2:8][CH2:9][CH2:10][CH2:11][CH2:12][CH2:13][CH2:14][CH3:15].[CH3:16][C:17]1[C:22]([CH3:23])=[CH:21][CH:20]=[CH:19][C:18]=1[OH:24].C([O-])([O-])=O.[K+].[K+]. The catalyst is CC#N. The product is [CH2:2]([O:24][C:18]1[CH:19]=[CH:20][CH:21]=[C:22]([CH3:23])[C:17]=1[CH3:16])[CH2:3][CH2:4][CH2:5][CH2:6][CH2:7][CH2:8][CH2:9][CH2:10][CH2:11][CH2:12][CH2:13][CH2:14][CH3:15]. The yield is 0.777. (2) The reactants are [CH2:1]([N:3]1[C:7]2[N:8]=[C:9]([C:18]3[CH:23]=[CH:22][C:21]([NH:24][C:25]([NH:27][C:28]4[CH:33]=[CH:32][C:31]([N+:34]([O-])=O)=[CH:30][CH:29]=4)=[O:26])=[CH:20][CH:19]=3)[N:10]=[C:11]([N:12]3[CH2:17][CH2:16][O:15][CH2:14][CH2:13]3)[C:6]=2[N:5]=[N:4]1)[CH3:2].CO.NN.O. The catalyst is [Ni].C1COCC1. The product is [NH2:34][C:31]1[CH:32]=[CH:33][C:28]([NH:27][C:25]([NH:24][C:21]2[CH:22]=[CH:23][C:18]([C:9]3[N:10]=[C:11]([N:12]4[CH2:13][CH2:14][O:15][CH2:16][CH2:17]4)[C:6]4[N:5]=[N:4][N:3]([CH2:1][CH3:2])[C:7]=4[N:8]=3)=[CH:19][CH:20]=2)=[O:26])=[CH:29][CH:30]=1. The yield is 0.710. (3) The reactants are C(O[C:4](=[O:21])[CH:5]([C:11]([NH:13][CH2:14][C:15]1[CH:20]=[CH:19][CH:18]=[CH:17][CH:16]=1)=[O:12])[C:6]([O:8][CH2:9][CH3:10])=[O:7])C.[H-].[Na+].[C:24]1([N:30]=[C:31]=[O:32])[CH:29]=[CH:28][CH:27]=[CH:26][CH:25]=1. The catalyst is O1CCOCC1.ClCCl. The product is [OH:21][C:4]1[N:30]([C:24]2[CH:29]=[CH:28][CH:27]=[CH:26][CH:25]=2)[C:31](=[O:32])[N:13]([CH2:14][C:15]2[CH:16]=[CH:17][CH:18]=[CH:19][CH:20]=2)[C:11](=[O:12])[C:5]=1[C:6]([O:8][CH2:9][CH3:10])=[O:7]. The yield is 0.570. (4) The reactants are [O:1]=[C:2]1[C:7]([CH2:8][C:9]2[CH:14]=[CH:13][C:12]([C:15]3[C:16]([C:21]#[N:22])=[CH:17][CH:18]=[CH:19][CH:20]=3)=[CH:11][CH:10]=2)=[C:6]([CH2:23][CH2:24][CH3:25])[N:5]2[N:26]=[CH:27][N:28]=[C:4]2[NH:3]1.I[CH2:30][CH2:31][CH3:32].C(=O)([O-])[O-].[K+].[K+].CN(C)C=O. The catalyst is C(OCC)(=O)C. The product is [O:1]=[C:2]1[C:7]([CH2:8][C:9]2[CH:10]=[CH:11][C:12]([C:15]3[C:16]([C:21]#[N:22])=[CH:17][CH:18]=[CH:19][CH:20]=3)=[CH:13][CH:14]=2)=[C:6]([CH2:23][CH2:24][CH3:25])[N:5]2[N:26]=[CH:27][N:28]=[C:4]2[N:3]1[CH2:30][CH2:31][CH3:32]. The yield is 0.900. (5) The reactants are [C:1]([C:5]1[CH:12]=[CH:11][C:8]([CH2:9][NH2:10])=[CH:7][CH:6]=1)([CH3:4])([CH3:3])[CH3:2].[CH:13]([N:16]=[C:17]=[O:18])([CH3:15])[CH3:14].[C:19](Cl)(=[O:24])[CH2:20][C:21](Cl)=[O:22]. The catalyst is C(Cl)(Cl)Cl. The product is [CH3:3][C:1]([C:5]1[CH:6]=[CH:7][C:8]([CH2:9][N:10]2[C:21](=[O:22])[CH2:20][C:19](=[O:24])[N:16]([CH:13]([CH3:15])[CH3:14])[C:17]2=[O:18])=[CH:11][CH:12]=1)([CH3:4])[CH3:2]. The yield is 0.300. (6) The yield is 0.860. The catalyst is C1COCC1. The product is [CH3:1][O:2][CH2:3][CH2:4][O:5][CH2:6][C:7](=[S:19])[NH2:9]. The reactants are [CH3:1][O:2][CH2:3][CH2:4][O:5][CH2:6][C:7]([NH2:9])=O.COC1C=CC(P2(SP(C3C=CC(OC)=CC=3)(=S)S2)=[S:19])=CC=1.